Dataset: Peptide-MHC class I binding affinity with 185,985 pairs from IEDB/IMGT. Task: Regression. Given a peptide amino acid sequence and an MHC pseudo amino acid sequence, predict their binding affinity value. This is MHC class I binding data. (1) The peptide sequence is TPSHYSGNI. The MHC is HLA-A23:01 with pseudo-sequence HLA-A23:01. The binding affinity (normalized) is 0.0847. (2) The peptide sequence is WRRRWQQL. The MHC is Mamu-B08 with pseudo-sequence Mamu-B08. The binding affinity (normalized) is 0.521.